Dataset: Forward reaction prediction with 1.9M reactions from USPTO patents (1976-2016). Task: Predict the product of the given reaction. Given the reactants [NH2:1][C:2]1[C:11]([C:12]#[N:13])=[C:10](O)[C:9]2[C:4](=[CH:5][C:6]([Br:15])=[CH:7][CH:8]=2)[N:3]=1.P(Cl)(Cl)([Cl:18])=O.[OH-:21].[Na+], predict the reaction product. The product is: [NH2:1][C:2]1[C:11]([C:12]([NH2:13])=[O:21])=[C:10]([Cl:18])[C:9]2[C:4](=[CH:5][C:6]([Br:15])=[CH:7][CH:8]=2)[N:3]=1.